The task is: Predict the product of the given reaction.. This data is from Forward reaction prediction with 1.9M reactions from USPTO patents (1976-2016). (1) Given the reactants [I:1][C:2]1[C:10]2[C:5](=[CH:6][CH:7]=[C:8]([N+:11]([O-])=O)[CH:9]=2)[NH:4][N:3]=1.C(O)C.O.N, predict the reaction product. The product is: [NH2:11][C:8]1[CH:9]=[C:10]2[C:5](=[CH:6][CH:7]=1)[NH:4][N:3]=[C:2]2[I:1]. (2) Given the reactants [Br:1][C:2]1[CH:10]=[C:9]([F:11])[CH:8]=[C:7]2[C:3]=1[C:4]([S:22][C:23]1[CH:28]=[CH:27][C:26]([Cl:29])=[CH:25][CH:24]=1)=[C:5]1[C:15]([CH2:17][C:18]([O:20][CH3:21])=[O:19])(O)[CH2:14][CH2:13][CH2:12][N:6]12.FC(F)(F)C(O)=O.C([SiH](CC)CC)C.O, predict the reaction product. The product is: [Br:1][C:2]1[CH:10]=[C:9]([F:11])[CH:8]=[C:7]2[C:3]=1[C:4]([S:22][C:23]1[CH:24]=[CH:25][C:26]([Cl:29])=[CH:27][CH:28]=1)=[C:5]1[CH:15]([CH2:17][C:18]([O:20][CH3:21])=[O:19])[CH2:14][CH2:13][CH2:12][N:6]12.